From a dataset of Full USPTO retrosynthesis dataset with 1.9M reactions from patents (1976-2016). Predict the reactants needed to synthesize the given product. (1) Given the product [CH3:1][O:2][C:3]1[C:8]([N:9]2[CH2:17][C@@H:16]3[C@@H:11]([CH2:12][CH2:13][CH2:14][NH:15]3)[CH2:10]2)=[C:7]([F:18])[CH:6]=[C:5]2[C:19]([C:21]([C:27]([OH:29])=[O:28])=[CH:22][N:23]([CH:24]3[CH2:26][CH2:25]3)[C:4]=12)=[O:20].[ClH:31], predict the reactants needed to synthesize it. The reactants are: [CH3:1][O:2][C:3]1[C:8]([N:9]2[CH2:17][C@@H:16]3[C@@H:11]([CH2:12][CH2:13][CH2:14][NH:15]3)[CH2:10]2)=[C:7]([F:18])[CH:6]=[C:5]2[C:19]([C:21]([C:27]([OH:29])=[O:28])=[CH:22][N:23]([CH:24]3[CH2:26][CH2:25]3)[C:4]=12)=[O:20].O.[ClH:31]. (2) Given the product [O:11]=[C:12]([CH2:13][C:14]1[C:19]([CH3:20])=[CH:18][C:17]([CH3:21])=[CH:16][C:15]=1[CH3:22])[CH2:2][C:1]#[N:3], predict the reactants needed to synthesize it. The reactants are: [C:1](#[N:3])[CH3:2].C([Li])CCC.C([O:11][C:12](=O)[CH2:13][C:14]1[C:19]([CH3:20])=[CH:18][C:17]([CH3:21])=[CH:16][C:15]=1[CH3:22])C.Cl. (3) Given the product [F:32][C:31]([F:34])([F:33])[C:29]([OH:35])=[O:30].[F:32][C:31]([F:34])([F:33])[C:29]([OH:35])=[O:30].[F:32][C:31]([F:34])([F:33])[C:29]([OH:35])=[O:30].[N:16]1([C:13]2[CH:14]=[CH:15][C:10]([CH2:9][CH2:8][CH2:7][N:1]3[CH2:2][CH2:3][O:4][CH2:5][CH2:6]3)=[CH:11][CH:12]=2)[CH2:17][CH2:18][NH:19][CH2:20][CH2:21]1, predict the reactants needed to synthesize it. The reactants are: [N:1]1([CH2:7][CH2:8][CH2:9][C:10]2[CH:15]=[CH:14][C:13]([N:16]3[CH2:21][CH2:20][N:19](C(OC(C)(C)C)=O)[CH2:18][CH2:17]3)=[CH:12][CH:11]=2)[CH2:6][CH2:5][O:4][CH2:3][CH2:2]1.[C:29]([OH:35])([C:31]([F:34])([F:33])[F:32])=[O:30].O.